This data is from Full USPTO retrosynthesis dataset with 1.9M reactions from patents (1976-2016). The task is: Predict the reactants needed to synthesize the given product. Given the product [C:33]([C:2]1[CH:3]=[CH:4][C:5]([N:8]2[CH2:9][CH2:10][CH:11]([CH2:14][C:15]#[N:20])[CH2:12][CH2:13]2)=[CH:6][CH:7]=1)([CH3:36])([CH3:35])[CH3:34], predict the reactants needed to synthesize it. The reactants are: F[C:2]1[CH:7]=[CH:6][C:5]([N:8]2[CH2:13][CH2:12][CH:11]([CH2:14][C:15]3[N:20]=C(C(NCC(OCC)=O)=O)C(O)=C(SC)N=3)[CH2:10][CH2:9]2)=[CH:4][CH:3]=1.[C:33](C1C=CC(N2CCC(=O)CC2)=CC=1)([CH3:36])([CH3:35])[CH3:34].